Dataset: Reaction yield outcomes from USPTO patents with 853,638 reactions. Task: Predict the reaction yield, written as a fraction of the theoretical maximum amount of product (1.0 means a 100% yield; for example, 0.34 means a 34% yield). (1) The reactants are C(P(C(C)(C)C)C1N(C2C=CC=CC=2)C2C(C=1)=CC=CC=2)(C)(C)C.[NH2:25][C:26]1[C:31]([CH2:32][C:33]2[CH:38]=[CH:37][CH:36]=[CH:35][CH:34]=2)=[N:30][C:29](Br)=[C:28]([Cl:40])[N:27]=1.[CH:41]([C:43]1[CH:48]=[C:47]([O:49][CH3:50])[CH:46]=[CH:45][C:44]=1B(O)O)=[O:42].[F-].[K+]. The catalyst is C1COCC1.[CH2-]C=C.[CH2-]C=C.Cl[Pd+].Cl[Pd+].O. The product is [NH2:25][C:26]1[N:27]=[C:28]([Cl:40])[C:29]([C:44]2[CH:45]=[CH:46][C:47]([O:49][CH3:50])=[CH:48][C:43]=2[CH:41]=[O:42])=[N:30][C:31]=1[CH2:32][C:33]1[CH:38]=[CH:37][CH:36]=[CH:35][CH:34]=1. The yield is 0.769. (2) The product is [Br:19][C:11]1[C:7]([C:1]2[CH:2]=[CH:3][CH:4]=[CH:5][CH:6]=2)=[N:8][NH:9][CH:10]=1. The yield is 0.930. The catalyst is CN(C=O)C. The reactants are [C:1]1([C:7]2[CH:11]=[CH:10][NH:9][N:8]=2)[CH:6]=[CH:5][CH:4]=[CH:3][CH:2]=1.C1C(=O)N([Br:19])C(=O)C1.O. (3) The reactants are Cl[C:2]1[CH:3]=[CH:4][C:5]2[C:14]3[C:9](=[CH:10][N:11]=[CH:12][CH:13]=3)[C:8](=[O:15])[N:7]([CH3:16])[C:6]=2[CH:17]=1.C(=O)([O-])[O-].[Cs+].[Cs+].[C:24]([NH:31][C@H:32]([CH2:37][OH:38])[CH2:33][CH:34]([CH3:36])[CH3:35])([O:26][C:27]([CH3:30])([CH3:29])[CH3:28])=[O:25]. The catalyst is C1(C)C=CC=CC=1.C([O-])(=O)C.[Pd+2].C([O-])(=O)C. The product is [CH3:35][CH:34]([CH3:36])[CH2:33][C@H:32]([NH:31][C:24](=[O:25])[O:26][C:27]([CH3:30])([CH3:29])[CH3:28])[CH2:37][O:38][C:2]1[CH:3]=[CH:4][C:5]2[C:14]3[C:9](=[CH:10][N:11]=[CH:12][CH:13]=3)[C:8](=[O:15])[N:7]([CH3:16])[C:6]=2[CH:17]=1. The yield is 0.190. (4) The reactants are Br[C:2]1[CH:3]=[CH:4][C:5]2[N:11]3[C:12]([CH3:15])=[N:13][N:14]=[C:10]3[C@H:9]([CH3:16])[CH2:8][N:7]([C:17]3[CH:22]=[CH:21][C:20]([Cl:23])=[CH:19][CH:18]=3)[C:6]=2[CH:24]=1.[CH3:25][N:26]1[C:30]([CH3:31])=[C:29](B2OC(C)(C)C(C)(C)O2)[CH:28]=[N:27]1.C(=O)([O-])[O-].[Cs+].[Cs+]. The catalyst is C1(C)C=CC=CC=1.C(O)C.O.[Pd].C1(P(C2C=CC=CC=2)C2C=CC=CC=2)C=CC=CC=1.C1(P(C2C=CC=CC=2)C2C=CC=CC=2)C=CC=CC=1.C1(P(C2C=CC=CC=2)C2C=CC=CC=2)C=CC=CC=1.C1(P(C2C=CC=CC=2)C2C=CC=CC=2)C=CC=CC=1. The product is [Cl:23][C:20]1[CH:19]=[CH:18][C:17]([N:7]2[CH2:8][C@@H:9]([CH3:16])[C:10]3=[N:14][N:13]=[C:12]([CH3:15])[N:11]3[C:5]3[CH:4]=[CH:3][C:2]([C:29]4[CH:28]=[N:27][N:26]([CH3:25])[C:30]=4[CH3:31])=[CH:24][C:6]2=3)=[CH:22][CH:21]=1. The yield is 0.230.